Task: Predict the reactants needed to synthesize the given product.. Dataset: Full USPTO retrosynthesis dataset with 1.9M reactions from patents (1976-2016) Given the product [Br:33][C:10]1[C:9]([OH:8])=[CH:31][C:13]([O:14][C:15]2[N:19]([CH3:20])[N:18]=[C:17]([CH:21]3[CH2:22][CH2:23]3)[C:16]=2/[CH:24]=[CH:25]/[C:26]([O:28][CH2:29][CH3:30])=[O:27])=[C:12]([CH3:32])[CH:11]=1, predict the reactants needed to synthesize it. The reactants are: C([O:8][C:9]1[C:10]([Br:33])=[CH:11][C:12]([CH3:32])=[C:13]([CH:31]=1)[O:14][C:15]1[N:19]([CH3:20])[N:18]=[C:17]([CH:21]2[CH2:23][CH2:22]2)[C:16]=1/[CH:24]=[CH:25]/[C:26]([O:28][CH2:29][CH3:30])=[O:27])C1C=CC=CC=1.